This data is from Forward reaction prediction with 1.9M reactions from USPTO patents (1976-2016). The task is: Predict the product of the given reaction. (1) Given the reactants [CH2:1]([O:3][C:4](=[O:12])[C:5]1[CH:10]=[CH:9][C:8]([I:11])=[CH:7][CH:6]=1)[CH3:2].[N+:13]([O-])([OH:15])=[O:14], predict the reaction product. The product is: [I:11][C:8]1[CH:9]=[CH:10][C:5]([C:4]([O:3][CH2:1][CH3:2])=[O:12])=[CH:6][C:7]=1[N+:13]([O-:15])=[O:14]. (2) Given the reactants [Cl:1][C:2]1[C:11]2[C:6](=[CH:7][C:8]([OH:14])=[C:9]([O:12][CH3:13])[CH:10]=2)[N:5]=[CH:4][N:3]=1.C1(P(C2C=CC=CC=2)C2C=CC=CC=2)C=CC=CC=1.[CH2:34]([N:37]1[CH2:42][CH2:41][N:40]([CH2:43][CH2:44][CH2:45]O)[CH2:39][CH2:38]1)[CH:35]=[CH2:36].N(C(OC(C)C)=O)=NC(OC(C)C)=O, predict the reaction product. The product is: [CH2:34]([N:37]1[CH2:38][CH2:39][N:40]([CH2:43][CH2:44][CH2:45][O:14][C:8]2[CH:7]=[C:6]3[C:11]([C:2]([Cl:1])=[N:3][CH:4]=[N:5]3)=[CH:10][C:9]=2[O:12][CH3:13])[CH2:41][CH2:42]1)[CH:35]=[CH2:36].